Dataset: Catalyst prediction with 721,799 reactions and 888 catalyst types from USPTO. Task: Predict which catalyst facilitates the given reaction. (1) Reactant: [C:1]([CH:3]([CH:7]1[C:11]([Cl:12])=[C:10](Cl)C(=O)O1)[C:4]([NH2:6])=[O:5])#[N:2].[NH2:15][CH2:16][C:17]1[CH:22]=[C:21]([F:23])[CH:20]=[CH:19][C:18]=1[S:24]([NH:27][CH2:28][CH2:29][O:30][CH3:31])(=[O:26])=[O:25].C(=O)([O-])[O-].[K+].[K+]. Product: [ClH:12].[Cl:12][C:11]1[CH:7]=[C:3]([C:4]([NH2:6])=[O:5])[C:1](=[NH:2])[N:15]([CH2:16][C:17]2[CH:22]=[C:21]([F:23])[CH:20]=[CH:19][C:18]=2[S:24](=[O:25])(=[O:26])[NH:27][CH2:28][CH2:29][O:30][CH3:31])[CH:10]=1. The catalyst class is: 8. (2) Reactant: [H-].[Na+].[CH2:3]([N:10]1[C:14](=[O:15])[CH2:13][C:12]2([C:23]3[C:18](=[CH:19][CH:20]=[C:21]([Cl:24])[CH:22]=3)[NH:17][C:16]2=[O:25])[C:11]1=[O:26])[C:4]1[CH:9]=[CH:8][CH:7]=[CH:6][CH:5]=1.[C:27]([O:31][C:32]([CH3:35])([CH3:34])[CH3:33])(=[O:30])[CH:28]=[CH2:29].O. Product: [C:32]([O:31][C:27](=[O:30])[CH2:28][CH2:29][N:17]1[C:18]2[C:23](=[CH:22][C:21]([Cl:24])=[CH:20][CH:19]=2)[C:12]2([CH2:13][C:14](=[O:15])[N:10]([CH2:3][C:4]3[CH:5]=[CH:6][CH:7]=[CH:8][CH:9]=3)[C:11]2=[O:26])[C:16]1=[O:25])([CH3:35])([CH3:34])[CH3:33]. The catalyst class is: 7. (3) Reactant: [C:1]([C:3]1[CH:4]=[N:5][C:6]([C:10]([CH3:13])([CH3:12])[CH3:11])=[CH:7][C:8]=1[CH3:9])#[N:2].[CH3:14][N:15](C=O)C.C([O-])(=O)C.[NH4+].N. Product: [NH2:2][C:1]1[C:3]2[C:8](=[CH:7][C:6]([C:10]([CH3:13])([CH3:12])[CH3:11])=[N:5][CH:4]=2)[CH:9]=[CH:14][N:15]=1. The catalyst class is: 97. (4) Reactant: [Cl:1][C:2]1[CH:3]=[C:4]([C@@H:12]([CH2:16][CH:17]2[CH2:20][C:19](=[O:21])[CH2:18]2)[C:13]([OH:15])=O)[CH:5]=[CH:6][C:7]=1[S:8]([CH3:11])(=[O:10])=[O:9].C(Cl)(=O)C(Cl)=O.[CH3:28][O:29][C:30]([CH3:39])([CH3:38])[CH2:31][N:32]1[CH:36]=[CH:35][C:34]([NH2:37])=[N:33]1.N1C(C)=CC=CC=1C. Product: [Cl:1][C:2]1[CH:3]=[C:4]([C@@H:12]([CH2:16][CH:17]2[CH2:20][C:19](=[O:21])[CH2:18]2)[C:13]([NH:37][C:34]2[CH:35]=[CH:36][N:32]([CH2:31][C:30]([O:29][CH3:28])([CH3:38])[CH3:39])[N:33]=2)=[O:15])[CH:5]=[CH:6][C:7]=1[S:8]([CH3:11])(=[O:9])=[O:10]. The catalyst class is: 2. (5) Reactant: [NH2:1][C:2]1[N:11]=[CH:10][C:9]([O:12][CH3:13])=[C:8]2[C:3]=1[CH2:4][CH2:5][N:6]([CH2:15][C:16]1[CH:21]=[CH:20][C:19]([F:22])=[CH:18][CH:17]=1)[C:7]2=[O:14].[CH3:23][S:24](Cl)(=[O:26])=[O:25]. Product: [F:22][C:19]1[CH:18]=[CH:17][C:16]([CH2:15][N:6]2[CH2:5][CH2:4][C:3]3[C:2]([NH:1][S:24]([CH3:23])(=[O:26])=[O:25])=[N:11][CH:10]=[C:9]([O:12][CH3:13])[C:8]=3[C:7]2=[O:14])=[CH:21][CH:20]=1. The catalyst class is: 17.